Task: Binary Classification. Given a miRNA mature sequence and a target amino acid sequence, predict their likelihood of interaction.. Dataset: Experimentally validated miRNA-target interactions with 360,000+ pairs, plus equal number of negative samples (1) The miRNA is hsa-miR-6129 with sequence UGAGGGAGUUGGGUGUAUA. The protein sequence of the target gene is MPVVTTDAESETGIPKSLSNEPPSETMEEIEHTCPQPRLTLTAPAPFADETNCQCQAPHEKLTIAQARLGTPADRPVRVYADGIFDLFHSGHARALMQAKTLFPNSYLLVGVCSDDLTHKFKGFTVMNEAERYEALRHCRYVDEVIRDAPWTLTPEFLEKHKIDFVAHDDIPYSSAGSDDVYKHIKEAGMFVPTQRTEGISTSDIITRIVRDYDVYARRNLQRGYTAKELNVSFINEKRYRFQNQVDKMKEKVKNVEERSKEFVNRVEEKSHDLIQKWEEKSREFIGNFLELFGPDGAWK.... Result: 0 (no interaction). (2) The miRNA is mmu-miR-423-3p with sequence AGCUCGGUCUGAGGCCCCUCAGU. The protein sequence of the target gene is MSNFYEERTTMIAARDLQEFVPFGRDHCKHHPNALNLQLRQLQPASELWSSDGAAGLVGSLQEVTIHEKQKESWQLRKGVSEIGEDVDYDEELYVAGNMVIWSKGSKSQALAVYKAFTVDSPVQQALWCDFIISQDKSEKAYSSNEVEKCICILQSSCINMHSIEGKDYIASLPFQVANVWPTKYGLLFERSASSHEVPPGSPREPLPTMFSMLHPLDEITPLVCKSGSLFGSSRVQYVVDHAMKIVFLNTDPSIVMTYDAVQNVHSVWTLRRVKSEEENVVLKFSEQGGTPQNVATSSS.... Result: 0 (no interaction).